This data is from Forward reaction prediction with 1.9M reactions from USPTO patents (1976-2016). The task is: Predict the product of the given reaction. Given the reactants [OH:1][C:2]1[CH:11]=[C:10]([OH:12])[C:9]([CH:13]([CH3:15])[CH3:14])=[CH:8][C:3]=1[C:4]([O:6][CH3:7])=[O:5].[C:16](=O)([O-])[O-].[K+].[K+].[CH2:22](Br)[CH:23]=[CH2:24].[C:26](#N)[CH3:27], predict the reaction product. The product is: [CH2:22]([O:1][C:2]1[CH:11]=[C:10]([O:12][CH2:16][CH:26]=[CH2:27])[C:9]([CH:13]([CH3:15])[CH3:14])=[CH:8][C:3]=1[C:4]([O:6][CH3:7])=[O:5])[CH:23]=[CH2:24].